This data is from Forward reaction prediction with 1.9M reactions from USPTO patents (1976-2016). The task is: Predict the product of the given reaction. (1) The product is: [CH3:46][O:45][C:43](=[O:44])[NH:1][CH2:2][C:3]1[CH:8]=[CH:7][CH:6]=[C:5]([C:9]2[CH:10]=[CH:11][C:12]3[C:17](=[CH:16][C:15]([N:19]4[CH2:20][C:21](=[O:26])[NH:22][S:23]4(=[O:25])=[O:24])=[C:14]([O:27][CH2:28][C:29]4[CH:30]=[CH:31][CH:32]=[CH:33][CH:34]=4)[CH:13]=3)[CH:18]=2)[CH:4]=1. Given the reactants [NH2:1][CH2:2][C:3]1[CH:4]=[C:5]([C:9]2[CH:18]=[C:17]3[C:12]([CH:13]=[C:14]([O:27][CH2:28][C:29]4[CH:34]=[CH:33][CH:32]=[CH:31][CH:30]=4)[C:15]([N:19]4[S:23](=[O:25])(=[O:24])[NH:22][C:21](=[O:26])[CH2:20]4)=[CH:16]3)=[CH:11][CH:10]=2)[CH:6]=[CH:7][CH:8]=1.C(N(CC)CC)C.Cl[C:43]([O:45][CH3:46])=[O:44], predict the reaction product. (2) The product is: [OH:9][CH2:10][CH:12]1[CH2:17][CH:16]([OH:18])[CH2:15][CH2:14][O:13]1. Given the reactants [H-].[H-].[H-].[H-].[Li+].[Al+3].C([O:9][C:10]([CH:12]1[CH2:17][C:16](=[O:18])[CH2:15][CH2:14][O:13]1)=O)C, predict the reaction product. (3) Given the reactants [CH3:1][C:2]1([CH3:27])[C:10]2[CH:9]=[C:8]3[N:11]=[C:12]([C:14]4[C:22]5[C:17](=[CH:18][CH:19]=[C:20]([C:23](O)=[O:24])[CH:21]=5)[NH:16][N:15]=4)[NH:13][C:7]3=[CH:6][C:5]=2[NH:4][C:3]1=[O:26].[CH2:28]([NH2:30])[CH3:29].F[P-](F)(F)(F)(F)F.N1(OC(N(C)C)=[N+](C)C)C2N=CC=CC=2N=N1.C(N(CC)CC)C, predict the reaction product. The product is: [CH2:28]([NH:30][C:23]([C:20]1[CH:21]=[C:22]2[C:17](=[CH:18][CH:19]=1)[NH:16][N:15]=[C:14]2[C:12]1[NH:13][C:7]2[C:8]([N:11]=1)=[CH:9][C:10]1[C:2]([CH3:1])([CH3:27])[C:3](=[O:26])[NH:4][C:5]=1[CH:6]=2)=[O:24])[CH3:29].